From a dataset of Peptide-MHC class II binding affinity with 134,281 pairs from IEDB. Regression. Given a peptide amino acid sequence and an MHC pseudo amino acid sequence, predict their binding affinity value. This is MHC class II binding data. (1) The peptide sequence is FESTGNLIAPEYGFKISY. The MHC is DRB1_0101 with pseudo-sequence DRB1_0101. The binding affinity (normalized) is 0.518. (2) The peptide sequence is KQQVIAELYEKFFRI. The MHC is DRB5_0101 with pseudo-sequence DRB5_0101. The binding affinity (normalized) is 0.395.